Dataset: Experimentally validated miRNA-target interactions with 360,000+ pairs, plus equal number of negative samples. Task: Binary Classification. Given a miRNA mature sequence and a target amino acid sequence, predict their likelihood of interaction. The miRNA is hsa-miR-23b-3p with sequence AUCACAUUGCCAGGGAUUACCAC. The protein sequence of the target gene is MAAAAGPGAALSPRPCDSDPATPGAQSPKDDNEDNSNDGTQPSKRRRMGSGDSSRSCETSSQDLGFSYYPAENLIEYKWPPDETGEYYMLQEQVSEYLGVTSFKRKYPDLERRDLSHKEKLYLRELNVITETQCTLGLTALRSDEVIDLMIKEYPAKHAEYSVILQEKERQRITDHYKEYSQMQQQNTQKVEASKVPEYIKKAAKKAAEFNSNLNRERMEERRAYFDLQTHVIQVPQGKYKVLPTERTKVSSYPVALIPGQFQEYYKRYSPDELRYLPLNTALYEPPLDPELPALDSDGD.... Result: 1 (interaction).